Dataset: NCI-60 drug combinations with 297,098 pairs across 59 cell lines. Task: Regression. Given two drug SMILES strings and cell line genomic features, predict the synergy score measuring deviation from expected non-interaction effect. (1) Drug 1: CC1=CC2C(CCC3(C2CCC3(C(=O)C)OC(=O)C)C)C4(C1=CC(=O)CC4)C. Drug 2: CCN(CC)CCNC(=O)C1=C(NC(=C1C)C=C2C3=C(C=CC(=C3)F)NC2=O)C. Cell line: OVCAR-4. Synergy scores: CSS=4.53, Synergy_ZIP=0.0347, Synergy_Bliss=3.77, Synergy_Loewe=3.57, Synergy_HSA=3.06. (2) Drug 1: COC1=C2C(=CC3=C1OC=C3)C=CC(=O)O2. Drug 2: C1CNP(=O)(OC1)N(CCCl)CCCl. Cell line: KM12. Synergy scores: CSS=-1.63, Synergy_ZIP=0.407, Synergy_Bliss=-1.67, Synergy_Loewe=-3.62, Synergy_HSA=-2.95. (3) Cell line: A549. Drug 2: CC1=C(C(=O)C2=C(C1=O)N3CC4C(C3(C2COC(=O)N)OC)N4)N. Synergy scores: CSS=25.1, Synergy_ZIP=2.21, Synergy_Bliss=0.617, Synergy_Loewe=-2.84, Synergy_HSA=-3.93. Drug 1: C#CCC(CC1=CN=C2C(=N1)C(=NC(=N2)N)N)C3=CC=C(C=C3)C(=O)NC(CCC(=O)O)C(=O)O.